Dataset: Full USPTO retrosynthesis dataset with 1.9M reactions from patents (1976-2016). Task: Predict the reactants needed to synthesize the given product. Given the product [Br:1][C:2]1[CH:3]=[C:4]([N+:9]([O-:11])=[O:10])[C:5](=[O:8])[NH:6][CH:7]=1, predict the reactants needed to synthesize it. The reactants are: [Br:1][C:2]1[CH:3]=[CH:4][C:5](=[O:8])[NH:6][CH:7]=1.[N+:9]([O-])([OH:11])=[O:10].